From a dataset of Reaction yield outcomes from USPTO patents with 853,638 reactions. Predict the reaction yield, written as a fraction of the theoretical maximum amount of product (1.0 means a 100% yield; for example, 0.34 means a 34% yield). (1) The reactants are [CH:1]1([S:4]([O:7][CH2:8][CH2:9][CH2:10][CH3:11])(=[O:6])=[O:5])[CH2:3][CH2:2]1.[CH2:12]([Li])[CH2:13][CH2:14]C.C(I)C=C. The catalyst is C1COCC1. The product is [CH2:14]([C:1]1([S:4]([O:7][CH2:8][CH2:9][CH2:10][CH3:11])(=[O:6])=[O:5])[CH2:3][CH2:2]1)[CH:13]=[CH2:12]. The yield is 0.690. (2) The reactants are [BH4-].[Na+].[Cl:3][C:4]1[C:11]([OH:12])=[CH:10][CH:9]=[CH:8][C:5]=1[CH:6]=[O:7].O. The catalyst is CO. The product is [Cl:3][C:4]1[C:5]([CH2:6][OH:7])=[CH:8][CH:9]=[CH:10][C:11]=1[OH:12]. The yield is 0.700. (3) The reactants are [C:1]1([S:7]([NH:10][C:11]2[CH:12]=[C:13]([C@@H:17]([OH:39])[CH2:18][NH:19][C:20]([CH3:38])([CH3:37])[CH2:21][CH2:22][N:23]3[C:27]4[CH:28]=[C:29]([C:32]([O:34]CC)=[O:33])[CH:30]=[CH:31][C:26]=4[N:25]=[CH:24]3)[CH:14]=[CH:15][CH:16]=2)(=[O:9])=[O:8])[CH:6]=[CH:5][CH:4]=[CH:3][CH:2]=1.[OH-].[Li+].[F:42][C:43]([F:48])([F:47])[C:44]([OH:46])=[O:45]. The yield is 0.950. The product is [F:42][C:43]([F:48])([F:47])[C:44]([OH:46])=[O:45].[C:1]1([S:7]([NH:10][C:11]2[CH:12]=[C:13]([C@@H:17]([OH:39])[CH2:18][NH:19][C:20]([CH3:37])([CH3:38])[CH2:21][CH2:22][N:23]3[C:27]4[CH:28]=[C:29]([C:32]([OH:34])=[O:33])[CH:30]=[CH:31][C:26]=4[N:25]=[CH:24]3)[CH:14]=[CH:15][CH:16]=2)(=[O:9])=[O:8])[CH:6]=[CH:5][CH:4]=[CH:3][CH:2]=1. The catalyst is C(O)C. (4) The reactants are [Br:1][C:2]1[CH:3]=[C:4]([S:8](F)(=[O:10])=[O:9])[CH:5]=[CH:6][CH:7]=1.[C:12]1([Mg]Br)[CH:17]=[CH:16][CH:15]=[CH:14][CH:13]=1. The catalyst is C1COCC1. The product is [C:12]1([S:8]([C:4]2[CH:3]=[C:2]([Br:1])[CH:7]=[CH:6][CH:5]=2)(=[O:10])=[O:9])[CH:17]=[CH:16][CH:15]=[CH:14][CH:13]=1. The yield is 0.880. (5) The reactants are Br[C:2]1[CH:3]=[C:4]([CH:8]=[C:9]2[CH2:14][CH2:13][N:12]([C:15]([O:17][C:18]([CH3:21])([CH3:20])[CH3:19])=[O:16])[CH2:11][CH2:10]2)[CH:5]=[CH:6][CH:7]=1.C([O-])([O-])=O.[K+].[K+].O1[CH2:33][CH2:32]OCC1. The catalyst is O.C1C=CC([P]([Pd]([P](C2C=CC=CC=2)(C2C=CC=CC=2)C2C=CC=CC=2)([P](C2C=CC=CC=2)(C2C=CC=CC=2)C2C=CC=CC=2)[P](C2C=CC=CC=2)(C2C=CC=CC=2)C2C=CC=CC=2)(C2C=CC=CC=2)C2C=CC=CC=2)=CC=1. The product is [C:11]([C:10]1[CH:9]=[C:8]([C:2]2[CH:7]=[CH:6][CH:5]=[C:4]([CH:8]=[C:9]3[CH2:14][CH2:13][N:12]([C:15]([O:17][C:18]([CH3:21])([CH3:20])[CH3:19])=[O:16])[CH2:11][CH2:10]3)[CH:3]=2)[CH:4]=[CH:32][CH:33]=1)#[N:12]. The yield is 0.860. (6) The reactants are Br[C:2]1[N:7]=[C:6]([C:8]([F:11])([F:10])[F:9])[C:5]([N+:12]([O-:14])=[O:13])=[CH:4][CH:3]=1.S(C1C=CC(C)=CC=1)(O)(=O)=O.[CH3:26][C@H:27]1[CH2:31][CH2:30][CH2:29][NH:28]1.C([O-])([O-])=O.[K+].[K+]. The catalyst is O. The product is [CH3:26][C@H:27]1[CH2:31][CH2:30][CH2:29][N:28]1[C:2]1[N:7]=[C:6]([C:8]([F:11])([F:10])[F:9])[C:5]([N+:12]([O-:14])=[O:13])=[CH:4][CH:3]=1. The yield is 0.880. (7) The reactants are [Cl:1][C:2]1[CH:3]=[C:4]([CH:17]=[CH:18][C:19]=1[O:20][CH2:21][C:22]1[CH:27]=[N:26][CH:25]=[CH:24][N:23]=1)[NH:5][C:6]1[C:15]2[C:10](=[CH:11][CH:12]=[CH:13][C:14]=2F)[N:9]=[CH:8][N:7]=1.[CH3:28][N:29]([CH3:33])[CH2:30][CH2:31][OH:32]. No catalyst specified. The product is [Cl:1][C:2]1[CH:3]=[C:4]([CH:17]=[CH:18][C:19]=1[O:20][CH2:21][C:22]1[CH:27]=[N:26][CH:25]=[CH:24][N:23]=1)[NH:5][C:6]1[C:15]2[C:10](=[CH:11][CH:12]=[CH:13][C:14]=2[O:32][CH2:31][CH2:30][N:29]([CH3:33])[CH3:28])[N:9]=[CH:8][N:7]=1. The yield is 0.320. (8) The reactants are CO[CH:3](OC)[N:4]([CH3:6])[CH3:5].[O:9]1[CH:13]=[CH:12][CH:11]=[C:10]1[C:14](=[O:22])[CH2:15][C:16]1[CH:21]=[CH:20][N:19]=[CH:18][CH:17]=1.[Cl-].[NH4+]. The catalyst is C(OCC)(=O)C. The product is [CH3:6][N:4]([CH3:5])[CH:3]=[C:15]([C:16]1[CH:21]=[CH:20][N:19]=[CH:18][CH:17]=1)[C:14]([C:10]1[O:9][CH:13]=[CH:12][CH:11]=1)=[O:22]. The yield is 0.970. (9) The reactants are [F:1][C:2]1[CH:9]=[CH:8][CH:7]=[CH:6][C:3]=1[CH:4]=O.[NH2:10][C:11]([NH2:13])=[O:12].[CH2:14]([O:16][C:17](=[O:22])[CH2:18][C:19]([CH3:21])=O)[CH3:15].B(F)(F)F.CCOCC.C(O)(=O)C. The catalyst is C1COCC1.C1(C)C=CC=CC=1.Cl[Cu]. The product is [F:1][C:2]1[CH:9]=[CH:8][CH:7]=[CH:6][C:3]=1[CH:4]1[C:18]([C:17]([O:16][CH2:14][CH3:15])=[O:22])=[C:19]([CH3:21])[NH:13][C:11](=[O:12])[NH:10]1. The yield is 0.880.